Dataset: Forward reaction prediction with 1.9M reactions from USPTO patents (1976-2016). Task: Predict the product of the given reaction. Given the reactants [C:1]([C:3]1[CH:4]=[C:5](B(O)O)[CH:6]=[CH:7][CH:8]=1)#[N:2].Br[C:13]1[CH:19]=[CH:18][C:16]([NH2:17])=[C:15]([N+:20]([O-:22])=[O:21])[CH:14]=1, predict the reaction product. The product is: [NH2:17][C:16]1[CH:18]=[CH:19][C:13]([C:5]2[CH:6]=[CH:7][CH:8]=[C:3]([C:1]#[N:2])[CH:4]=2)=[CH:14][C:15]=1[N+:20]([O-:22])=[O:21].